From a dataset of Reaction yield outcomes from USPTO patents with 853,638 reactions. Predict the reaction yield, written as a fraction of the theoretical maximum amount of product (1.0 means a 100% yield; for example, 0.34 means a 34% yield). (1) The reactants are [C:1]([C:5]1[CH:9]=[C:8]([NH:10][C:11]([NH:13][C@@H:14]2[C:23]3[C:18](=[CH:19][CH:20]=[CH:21][CH:22]=3)[C@H:17]([O:24][C:25]3[CH:26]=[CH:27][C:28]4[N:29]([C:31]([N:34]5[CH2:39][CH2:38][CH2:37][CH2:36][C@@H:35]5[CH3:40])=[N:32][N:33]=4)[CH:30]=3)[CH2:16][CH2:15]2)=[O:12])[N:7]([C:41]2[CH:42]=[N:43][N:44]([CH2:46][CH2:47][O:48]C3CCCCO3)[CH:45]=2)[N:6]=1)([CH3:4])([CH3:3])[CH3:2].C1(C)C=CC(S([O-])(=O)=O)=CC=1.[NH+]1C=CC=CC=1.O.C([O-])(O)=O.[Na+]. The catalyst is CO. The product is [C:1]([C:5]1[CH:9]=[C:8]([NH:10][C:11]([NH:13][C@@H:14]2[C:23]3[C:18](=[CH:19][CH:20]=[CH:21][CH:22]=3)[C@H:17]([O:24][C:25]3[CH:26]=[CH:27][C:28]4[N:29]([C:31]([N:34]5[CH2:39][CH2:38][CH2:37][CH2:36][C@@H:35]5[CH3:40])=[N:32][N:33]=4)[CH:30]=3)[CH2:16][CH2:15]2)=[O:12])[N:7]([C:41]2[CH:42]=[N:43][N:44]([CH2:46][CH2:47][OH:48])[CH:45]=2)[N:6]=1)([CH3:2])([CH3:3])[CH3:4]. The yield is 0.750. (2) The reactants are I[C:2]1[CH:7]=[C:6]([CH3:8])[N:5]=[C:4]([CH3:9])[C:3]=1[OH:10].[C:11]([C:13]1[C:14](=[O:24])[O:15][C:16]2[C:21]([CH:22]=1)=[CH:20][CH:19]=[C:18]([F:23])[CH:17]=2)#[CH:12].C(N(CC)CC)C. The catalyst is CN(C=O)C.O.Cl[Pd](Cl)([P](C1C=CC=CC=1)(C1C=CC=CC=1)C1C=CC=CC=1)[P](C1C=CC=CC=1)(C1C=CC=CC=1)C1C=CC=CC=1.[Cu]I. The product is [CH3:8][C:6]1[CH:7]=[C:2]2[CH:12]=[C:11]([C:13]3[C:14](=[O:24])[O:15][C:16]4[C:21]([CH:22]=3)=[CH:20][CH:19]=[C:18]([F:23])[CH:17]=4)[O:10][C:3]2=[C:4]([CH3:9])[N:5]=1. The yield is 0.600. (3) The reactants are [NH:1]1[C:5]2[CH:6]=[CH:7][CH:8]=[CH:9][C:4]=2[N:3]=[C:2]1[C:10]([N:12]1[CH2:15][CH:14]([C:16]2[C:21]([N:22]3[CH2:27][CH2:26][CH:25]([OH:28])[CH2:24][CH2:23]3)=[N:20][CH:19]=[CH:18][N:17]=2)[CH2:13]1)=[O:11].CC(OI1(OC(C)=O)(OC(C)=O)OC(=O)C2C=CC=CC1=2)=O.CCOCC.CCOC(C)=O. The catalyst is C(Cl)Cl. The product is [NH:1]1[C:5]2[CH:6]=[CH:7][CH:8]=[CH:9][C:4]=2[N:3]=[C:2]1[C:10]([N:12]1[CH2:13][CH:14]([C:16]2[C:21]([N:22]3[CH2:27][CH2:26][C:25](=[O:28])[CH2:24][CH2:23]3)=[N:20][CH:19]=[CH:18][N:17]=2)[CH2:15]1)=[O:11]. The yield is 0.850. (4) The reactants are [F:1][C:2]1[CH:9]=[CH:8][C:7]([C:10]2[S:14][CH:13]=[N:12][CH:11]=2)=[CH:6][C:3]=1[C:4]#[N:5].C([O-])(=O)C.[K+].[Br:20]Br.[OH-].[Na+]. The catalyst is C(O)(=O)C. The product is [Br:20][C:13]1[S:14][C:10]([C:7]2[CH:8]=[CH:9][C:2]([F:1])=[C:3]([CH:6]=2)[C:4]#[N:5])=[CH:11][N:12]=1. The yield is 0.300. (5) The reactants are [C:1]([CH2:3][N:4]1[CH2:8][CH2:7][N:6]([CH2:9][C:10]#[N:11])[CH:5]1[C:12]1[CH:17]=[CH:16][CH:15]=[CH:14][CH:13]=1)#[N:2].[H-].[H-].[H-].[H-].[Li+].[Al+3].[CH:24](=O)[C:25]1[CH:30]=[CH:29][CH:28]=[CH:27][CH:26]=1.[Al]. The catalyst is C1COCC1.O. The product is [CH:24](=[N:11][CH2:10][CH2:9][N:6]1[CH2:7][CH2:8][N:4]([CH2:3][CH2:1][N:2]=[CH:5][C:12]2[CH:17]=[CH:16][CH:15]=[CH:14][CH:13]=2)[CH:5]1[C:12]1[CH:17]=[CH:16][CH:15]=[CH:14][CH:13]=1)[C:25]1[CH:30]=[CH:29][CH:28]=[CH:27][CH:26]=1. The yield is 0.320. (6) The reactants are [C:1]([Si:5](Cl)([CH3:7])[CH3:6])([CH3:4])([CH3:3])[CH3:2].[OH:9][C@@H:10]([CH2:15][O:16][C@H:17]([CH3:21])[CH2:18][O:19][CH3:20])[C:11]([O:13][CH3:14])=[O:12].N1C=CN=C1. The catalyst is CN(C=O)C. The product is [Si:5]([O:9][C@@H:10]([CH2:15][O:16][C@H:17]([CH3:21])[CH2:18][O:19][CH3:20])[C:11]([O:13][CH3:14])=[O:12])([C:1]([CH3:4])([CH3:3])[CH3:2])([CH3:7])[CH3:6]. The yield is 0.215. (7) The reactants are Cl[C:2]1[CH:3]=[C:4]([NH:11][C:12]2[CH:17]=[CH:16][CH:15]=[C:14]([N:18]3[CH2:22][CH2:21][CH2:20][CH:19]3[CH3:23])[N:13]=2)[C:5]2[N:6]([CH:8]=[CH:9][N:10]=2)[N:7]=1.C([C:28]1[CH:33]=[CH:32][C:31](B(O)O)=[CH:30][CH:29]=1)(C)(C)C.C([O-])([O-])=[O:38].[Na+].[Na+].CC(C1C=C(C(C)C)C(C2C=CC=CC=2P(C2CCCCC2)C2CCCCC2)=C(C(C)C)C=1)C. The catalyst is O1CCOCC1.O.C1C=CC(/C=C/C(/C=C/C2C=CC=CC=2)=O)=CC=1.C1C=CC(/C=C/C(/C=C/C2C=CC=CC=2)=O)=CC=1.[Pd]. The product is [CH3:23][CH:19]1[CH2:20][CH2:21][CH2:22][N:18]1[C:14]1[N:13]=[C:12]([NH:11][C:4]2[C:5]3[N:6]([CH:8]=[CH:9][N:10]=3)[N:7]=[C:2]([C:29]3[CH:30]=[C:31]([OH:38])[CH:32]=[CH:33][CH:28]=3)[CH:3]=2)[CH:17]=[CH:16][CH:15]=1. The yield is 0.870. (8) The reactants are [Cl:1][C:2]1[CH:7]=[C:6]([Cl:8])[CH:5]=[CH:4][N:3]=1.CCN(C(C)C)C(C)C.C([Li])CCC.[I:23]I. The product is [Cl:1][C:2]1[C:7]([I:23])=[C:6]([Cl:8])[CH:5]=[CH:4][N:3]=1. The catalyst is C1COCC1.CCOC(C)=O. The yield is 0.810. (9) The reactants are [NH2:1][C:2]1[C:10]2[C:9]([C:11]3[CH:16]=[CH:15][C:14]([Cl:17])=[C:13]([Cl:18])[CH:12]=3)=[N:8][C:7](S(C)=O)=[N:6][C:5]=2[S:4][C:3]=1[C:22]([NH2:24])=[O:23].[NH2:25][CH2:26][CH2:27][N:28](C)[C:29](OC(C)(C)C)=O.Cl. No catalyst specified. The product is [NH2:1][C:2]1[C:10]2[C:9]([C:11]3[CH:16]=[CH:15][C:14]([Cl:17])=[C:13]([Cl:18])[CH:12]=3)=[N:8][C:7]([NH:25][CH2:26][CH2:27][NH:28][CH3:29])=[N:6][C:5]=2[S:4][C:3]=1[C:22]([NH2:24])=[O:23]. The yield is 0.120. (10) The reactants are [Cl-].O[NH3+:3].[C:4](=[O:7])([O-])[OH:5].[Na+].CS(C)=O.[OH:13][C:14]([CH3:53])([CH3:52])[CH:15]([CH3:51])[O:16][C@H:17]1[CH2:22][CH2:21][C@H:20]([N:23]2[C:28](=[O:29])[C:27]([CH2:30][C:31]3[CH:36]=[CH:35][C:34]([C:37]4[C:38]([C:43]#[N:44])=[CH:39][CH:40]=[CH:41][CH:42]=4)=[CH:33][CH:32]=3)=[C:26]([CH2:45][CH2:46][CH3:47])[N:25]3[N:48]=[CH:49][CH:50]=[C:24]23)[CH2:19][CH2:18]1. The catalyst is C(OCC)(=O)C. The product is [OH:13][C:14]([CH3:52])([CH3:53])[CH:15]([CH3:51])[O:16][C@H:17]1[CH2:22][CH2:21][C@H:20]([N:23]2[C:28](=[O:29])[C:27]([CH2:30][C:31]3[CH:36]=[CH:35][C:34]([C:37]4[CH:42]=[CH:41][CH:40]=[CH:39][C:38]=4[C:43]4[NH:3][C:4](=[O:7])[O:5][N:44]=4)=[CH:33][CH:32]=3)=[C:26]([CH2:45][CH2:46][CH3:47])[N:25]3[N:48]=[CH:49][CH:50]=[C:24]23)[CH2:19][CH2:18]1. The yield is 0.730.